From a dataset of Forward reaction prediction with 1.9M reactions from USPTO patents (1976-2016). Predict the product of the given reaction. (1) Given the reactants [C:1]([C:4]1[CH:5]=[C:6]([C@@H:25]([NH:29][C:30](=[O:36])[O:31][C:32]([CH3:35])([CH3:34])[CH3:33])[CH2:26][CH:27]=C)[CH:7]=[C:8]([C:10]2[N:14]([CH:15]([F:17])[F:16])[N:13]=[CH:12][C:11]=2[NH:18][C:19](=[O:24])[C@H:20]([CH3:23])[CH:21]=C)[CH:9]=1)(=[O:3])[NH2:2], predict the reaction product. The product is: [C:1]([C:4]1[CH:5]=[C:6]2[CH:7]=[C:8]([CH:9]=1)[C:10]1[N:14]([CH:15]([F:16])[F:17])[N:13]=[CH:12][C:11]=1[NH:18][C:19](=[O:24])[C@H:20]([CH3:21])[CH:23]=[CH:27][CH2:26][C@@H:25]2[NH:29][C:30](=[O:36])[O:31][C:32]([CH3:33])([CH3:35])[CH3:34])(=[O:3])[NH2:2]. (2) Given the reactants [C:1]([C:3]1[CH:8]=[C:7]([O:9][CH3:10])[CH:6]=[C:5]([O:11][CH3:12])[C:4]=1[F:13])#[CH:2].C(#N)C.S(Cl)([Cl:20])(=O)=O.C(=O)([O-])O.[Na+], predict the reaction product. The product is: [Cl:20][C:8]1[C:3]([C:1]#[CH:2])=[C:4]([F:13])[C:5]([O:11][CH3:12])=[CH:6][C:7]=1[O:9][CH3:10]. (3) Given the reactants Br/[C:2](/[F:7])=[CH:3]/[CH:4]1[CH2:6][CH2:5]1.[C:8]([Si:10]([CH3:13])([CH3:12])[CH3:11])#[CH:9].CCN(CC)CC, predict the reaction product. The product is: [CH:4]1([CH:3]=[C:2]([F:7])[C:9]#[C:8][Si:10]([CH3:13])([CH3:12])[CH3:11])[CH2:6][CH2:5]1.